Dataset: NCI-60 drug combinations with 297,098 pairs across 59 cell lines. Task: Regression. Given two drug SMILES strings and cell line genomic features, predict the synergy score measuring deviation from expected non-interaction effect. (1) Drug 1: CNC(=O)C1=CC=CC=C1SC2=CC3=C(C=C2)C(=NN3)C=CC4=CC=CC=N4. Drug 2: C1C(C(OC1N2C=NC(=NC2=O)N)CO)O. Cell line: OVCAR-5. Synergy scores: CSS=11.2, Synergy_ZIP=-4.44, Synergy_Bliss=2.29, Synergy_Loewe=-4.20, Synergy_HSA=0.998. (2) Cell line: HCT116. Drug 2: C(CCl)NC(=O)N(CCCl)N=O. Synergy scores: CSS=19.1, Synergy_ZIP=-2.67, Synergy_Bliss=-2.60, Synergy_Loewe=-0.0195, Synergy_HSA=1.14. Drug 1: CC1=C(C(=CC=C1)Cl)NC(=O)C2=CN=C(S2)NC3=CC(=NC(=N3)C)N4CCN(CC4)CCO.